From a dataset of Forward reaction prediction with 1.9M reactions from USPTO patents (1976-2016). Predict the product of the given reaction. (1) The product is: [F:34][C:31]1[CH:32]=[CH:33][C:28]([C:14]2[C:13](/[CH:12]=[CH:11]/[C@@H:10]([OH:35])[CH2:9][C@@H:8]([OH:36])[CH2:7][C:6]([O:5][C:1]([CH3:4])([CH3:3])[CH3:2])=[O:37])=[C:18]([CH:19]([CH3:21])[CH3:20])[N:17]=[C:16]([N:22]([CH3:27])[S:23]([CH3:26])(=[O:25])=[O:24])[N:15]=2)=[CH:29][CH:30]=1. Given the reactants [C:1]([O:5][C:6](=[O:37])[CH2:7][C:8](=[O:36])[CH2:9][C@H:10]([OH:35])/[CH:11]=[CH:12]/[C:13]1[C:14]([C:28]2[CH:33]=[CH:32][C:31]([F:34])=[CH:30][CH:29]=2)=[N:15][C:16]([N:22]([CH3:27])[S:23]([CH3:26])(=[O:25])=[O:24])=[N:17][C:18]=1[CH:19]([CH3:21])[CH3:20])([CH3:4])([CH3:3])[CH3:2].FC1C=CC(C2C(/C=C/[C@@H](O)C[C@@H](O)CC(OC(C)(C)C)=O)=C(C(C)C)N=C(N(C)S(C)(=O)=O)N=2)=CC=1.C(B(CC)OC)C.[BH4-].[Na+].C(O)(=O)C, predict the reaction product. (2) Given the reactants Cl[C:2]1[C:3]2[C:10]([CH:11]([CH3:13])[CH3:12])=[CH:9][S:8][C:4]=2[N:5]=[CH:6][N:7]=1.[CH:14]12[CH2:24][CH:17]([CH:18]([O:20][CH2:21][CH2:22][OH:23])[CH2:19]1)[CH2:16][NH:15]2.C(N(CC)CC)C.C(O)C, predict the reaction product. The product is: [CH:11]([C:10]1[C:3]2[C:2]([N:15]3[CH2:16][CH:17]4[CH2:24][CH:14]3[CH2:19][CH:18]4[O:20][CH2:21][CH2:22][OH:23])=[N:7][CH:6]=[N:5][C:4]=2[S:8][CH:9]=1)([CH3:13])[CH3:12]. (3) Given the reactants [NH2:1]OS(O)(=O)=O.[CH3:7][CH:8]([NH:14][C:15](=[O:21])[O:16][C:17]([CH3:20])([CH3:19])[CH3:18])[C:9](=O)[C:10]#[C:11][CH3:12].C(=O)(O)[O-].[Na+].[SH-:27].[Na+], predict the reaction product. The product is: [C:17]([O:16][C:15](=[O:21])[NH:14][CH:8]([C:9]1[CH:10]=[C:11]([CH3:12])[S:27][N:1]=1)[CH3:7])([CH3:20])([CH3:19])[CH3:18]. (4) Given the reactants C[O:2][C:3]([C:5]1[CH:6]=[N:7][C:8]([CH:11]2[CH2:16][CH2:15][CH2:14][CH2:13][CH2:12]2)=[N:9][CH:10]=1)=[O:4].[Li+].[OH-], predict the reaction product. The product is: [CH:11]1([C:8]2[N:9]=[CH:10][C:5]([C:3]([OH:4])=[O:2])=[CH:6][N:7]=2)[CH2:12][CH2:13][CH2:14][CH2:15][CH2:16]1.